This data is from Catalyst prediction with 721,799 reactions and 888 catalyst types from USPTO. The task is: Predict which catalyst facilitates the given reaction. (1) Reactant: [NH2:1][C:2]1[N:7]=[C:6]([C:8]2[CH:15]=[CH:14][C:11]([C:12]#[N:13])=[C:10](F)[CH:9]=2)[CH:5]=[C:4]([N:17]2[CH2:22][CH2:21]O[CH:19]([C:23]3[NH:24][CH:25]=[C:26]([C:28]4[CH:33]=[CH:32][CH:31]=[C:30]([Cl:34])[CH:29]=4)[N:27]=3)[CH2:18]2)[N:3]=1.[NH2:35][NH2:36].CC#N.[OH2:40]. Product: [NH2:1][C:2]1[N:7]=[C:6]([C:8]2[CH:15]=[C:14]3[C:11]([C:12]([NH2:13])=[N:35][NH:36]3)=[CH:10][CH:9]=2)[CH:5]=[C:4]([N:17]2[CH2:22][CH2:21][O:40][CH:19]([C:23]3[NH:24][CH:25]=[C:26]([C:28]4[CH:33]=[CH:32][CH:31]=[C:30]([Cl:34])[CH:29]=4)[N:27]=3)[CH2:18]2)[N:3]=1. The catalyst class is: 8. (2) Reactant: C([O:3][C:4](OCC)([C:17]1[CH:22]=[C:21]([CH3:23])[N:20]=[C:19]([CH2:24][CH:25]([CH3:27])[CH3:26])[CH:18]=1)[CH2:5][NH:6][C:7](=[O:16])[C:8]1[CH:13]=[C:12]([CH3:14])[N:11]=[C:10]([CH3:15])[CH:9]=1)C.[OH-].[Na+]. Product: [CH2:24]([C:19]1[CH:18]=[C:17]([C:4](=[O:3])[CH2:5][NH:6][C:7](=[O:16])[C:8]2[CH:9]=[C:10]([CH3:15])[N:11]=[C:12]([CH3:14])[CH:13]=2)[CH:22]=[C:21]([CH3:23])[N:20]=1)[CH:25]([CH3:27])[CH3:26]. The catalyst class is: 295. (3) Reactant: [H-].[Na+].CN(C)C=O.[NH:8]1[C:17]2[C:12](=[CH:13][CH:14]=[CH:15][CH:16]=2)[CH:11]=[CH:10][C:9]1=[O:18].Br[CH2:20][CH2:21][CH2:22][CH2:23][Cl:24]. Product: [Cl:24][CH2:23][CH2:22][CH2:21][CH2:20][N:8]1[C:17]2[C:12](=[CH:13][CH:14]=[CH:15][CH:16]=2)[CH:11]=[CH:10][C:9]1=[O:18]. The catalyst class is: 6. (4) Reactant: [CH3:1][O:2][C:3]1[CH:4]=[C:5]([CH2:20][C:21]([OH:23])=O)[CH:6]=[CH:7][C:8]=1[NH:9][C:10]([NH:12][C:13]1[CH:18]=[CH:17][CH:16]=[CH:15][C:14]=1[CH3:19])=[O:11].[CH3:24][O:25][C:26]([CH:28]1[CH2:32][CH2:31][N:30]([C:33](=[O:40])[C:34]2[CH:39]=[CH:38][CH:37]=[CH:36][CH:35]=2)[CH:29]1[C:41]1[CH:46]=[CH:45][C:44]([NH2:47])=[CH:43][CH:42]=1)=[O:27].[CH2:48](N(CC)CC)C.CN(C1C=CC=CN=1)C. Product: [CH2:24]([O:25][C:26]([CH:28]1[CH2:32][CH2:31][N:30]([C:33](=[O:40])[C:34]2[CH:39]=[CH:38][CH:37]=[CH:36][CH:35]=2)[CH:29]1[C:41]1[CH:42]=[CH:43][C:44]([NH:47][C:21](=[O:23])[CH2:20][C:5]2[CH:6]=[CH:7][C:8]([NH:9][C:10]([NH:12][C:13]3[CH:18]=[CH:17][CH:16]=[CH:15][C:14]=3[CH3:19])=[O:11])=[C:3]([O:2][CH3:1])[CH:4]=2)=[CH:45][CH:46]=1)=[O:27])[CH3:48]. The catalyst class is: 7. (5) Reactant: [NH2:1][C:2]1[C:7]([C:8]([OH:10])=O)=[C:6]([C:11]([F:14])([F:13])[F:12])[N:5]=[CH:4][CH:3]=1.C(N(CC)CC)C.[F:22][C:23]1[CH:24]=[C:25]([CH2:30][CH:31]([NH2:33])[CH3:32])[CH:26]=[CH:27][C:28]=1[F:29].CN(C(ON1N=NC2C=CC=CC1=2)=[N+](C)C)C.F[P-](F)(F)(F)(F)F. Product: [NH2:1][C:2]1[C:7]([C:8]([NH:33][CH:31]([CH3:32])[CH2:30][C:25]2[CH:26]=[CH:27][C:28]([F:29])=[C:23]([F:22])[CH:24]=2)=[O:10])=[C:6]([C:11]([F:14])([F:13])[F:12])[N:5]=[CH:4][CH:3]=1. The catalyst class is: 139. (6) Reactant: [CH:1]([Mg]Br)=[C:2]=[CH2:3].[CH3:6][O:7][C:8]1[CH:20]=[CH:19][C:11]([O:12][CH2:13][C:14]([CH3:18])([CH3:17])[CH:15]=[O:16])=[CH:10][CH:9]=1.[NH4+].[Cl-]. Product: [CH3:6][O:7][C:8]1[CH:20]=[CH:19][C:11]([O:12][CH2:13][C:14]([CH3:17])([CH3:18])[CH:15]([OH:16])[CH2:3][C:2]#[CH:1])=[CH:10][CH:9]=1. The catalyst class is: 28. (7) Reactant: [CH:1]([C:3]1[CH:12]=[CH:11][C:6]([C:7]([O:9][CH3:10])=[O:8])=[CH:5][CH:4]=1)=O.C(O)(=O)[CH2:14][C:15]([OH:17])=[O:16].N1CCCCC1. Product: [CH3:10][O:9][C:7]([C:6]1[CH:11]=[CH:12][C:3](/[CH:1]=[CH:14]/[C:15]([OH:17])=[O:16])=[CH:4][CH:5]=1)=[O:8]. The catalyst class is: 17.